Task: Predict the product of the given reaction.. Dataset: Forward reaction prediction with 1.9M reactions from USPTO patents (1976-2016) (1) Given the reactants [CH2:1]([O:3][C:4]([C:6]1[CH:14]=[C:13]2[C:9]([CH:10]=[CH:11][N:12]2[C:15]([O:17][C:18]([CH3:21])([CH3:20])[CH3:19])=[O:16])=[C:8]([CH:22]=[CH:23][C:24]([OH:27])([CH3:26])[CH3:25])[CH:7]=1)=[O:5])[CH3:2], predict the reaction product. The product is: [CH2:1]([O:3][C:4]([C:6]1[CH:14]=[C:13]2[C:9]([CH:10]=[CH:11][N:12]2[C:15]([O:17][C:18]([CH3:19])([CH3:20])[CH3:21])=[O:16])=[C:8]([CH2:22][CH2:23][C:24]([OH:27])([CH3:26])[CH3:25])[CH:7]=1)=[O:5])[CH3:2]. (2) Given the reactants [N:1]([C@@H:4]1[CH2:8][N:7]([C:9]2[N:13]3[C:14]4[CH:20]=[CH:19][NH:18][C:15]=4[N:16]=[CH:17][C:12]3=[N:11][CH:10]=2)[C@H:6]([CH2:21][CH3:22])[CH2:5]1)=[N+]=[N-].BrCC(OC(C)(C)C)=O.Cl.N([C@@H]1CN[C@H](C)C1)=[N+]=[N-].N([C@@H]1CN(C(OC(C)(C)C)=O)[C@H](C)C1)=[N+]=[N-].[OH-].[Na+].[H][H], predict the reaction product. The product is: [CH2:21]([C@H:6]1[N:7]([C:9]2[N:13]3[C:14]4[CH:20]=[CH:19][NH:18][C:15]=4[N:16]=[CH:17][C:12]3=[N:11][CH:10]=2)[CH2:8][C@@H:4]([NH2:1])[CH2:5]1)[CH3:22]. (3) The product is: [Br:13][C:14]1[C:15]([F:21])=[C:16]([CH:17]=[C:18]([CH3:20])[CH:19]=1)[C:22]([OH:24])=[O:23]. Given the reactants C(NC(C)C)(C)C.[Li]CCCC.[Br:13][C:14]1[CH:19]=[C:18]([CH3:20])[CH:17]=[CH:16][C:15]=1[F:21].[C:22](=[O:24])=[O:23], predict the reaction product.